From a dataset of Forward reaction prediction with 1.9M reactions from USPTO patents (1976-2016). Predict the product of the given reaction. (1) Given the reactants [C:1]1(=[O:11])[NH:5][C:4](=[O:6])[C:3]2=[CH:7][CH:8]=[CH:9][CH:10]=[C:2]12.[K].C(=O)([O-])[O-].[K+].[K+].CN(C=O)C, predict the reaction product. The product is: [C:4]1(=[O:6])[C:3]2[C:2](=[CH:10][CH:9]=[CH:8][CH:7]=2)[C:1](=[O:11])[NH:5]1. (2) Given the reactants Cl[C:2]1[CH:7]=[CH:6][C:5]([S:8][C:9]([F:12])([F:11])[F:10])=[CH:4][N:3]=1.[CH2:13]([S:15][C:16]1[C:17]([C:22]([NH2:24])=[O:23])=[N:18][CH:19]=[CH:20][CH:21]=1)[CH3:14].C(=O)([O-])[O-].[Cs+].[Cs+].C1N2CCN(CC2)C1, predict the reaction product. The product is: [CH2:13]([S:15][C:16]1[C:17]([C:22]([NH:24][C:2]2[CH:7]=[CH:6][C:5]([S:8][C:9]([F:12])([F:11])[F:10])=[CH:4][N:3]=2)=[O:23])=[N:18][CH:19]=[CH:20][CH:21]=1)[CH3:14]. (3) Given the reactants [CH3:1][CH:2]1[NH:7][CH2:6][CH2:5][NH:4][C:3]1=[O:8].[CH3:9][O:10][C:11]1[CH:18]=[C:17]([O:19][CH3:20])[CH:16]=[CH:15][C:12]=1[CH:13]=O.C(O)(=O)C.C(O[BH-](OC(=O)C)OC(=O)C)(=O)C.[Na+], predict the reaction product. The product is: [CH3:9][O:10][C:11]1[CH:18]=[C:17]([O:19][CH3:20])[CH:16]=[CH:15][C:12]=1[CH2:13][N:7]1[CH2:6][CH2:5][NH:4][C:3](=[O:8])[CH:2]1[CH3:1]. (4) Given the reactants [CH:1]1([CH2:4][C:5]2([C:15]#N)[CH2:14][CH2:13][C:8]3([O:12][CH2:11][CH2:10][O:9]3)[CH2:7][CH2:6]2)[CH2:3][CH2:2]1.[O:17]1C2(CCC(C#N)CC2)OCC1.C1(CBr)CC1.[H-].C([Al+]CC(C)C)C(C)C.C1(C)C=CC=CC=1.C(O)(=O)CC(CC(O)=O)(C(O)=O)O, predict the reaction product. The product is: [CH:1]1([CH2:4][C:5]2([CH:15]=[O:17])[CH2:14][CH2:13][C:8]3([O:12][CH2:11][CH2:10][O:9]3)[CH2:7][CH2:6]2)[CH2:3][CH2:2]1. (5) Given the reactants CS(O[CH2:6][CH2:7][CH:8]=[CH2:9])(=O)=O.C(#N)C.[C:13]1([C@@H:19]([NH2:21])[CH3:20])[CH:18]=[CH:17][CH:16]=[CH:15][CH:14]=1, predict the reaction product. The product is: [C:13]1([C@@H:19]([NH:21][CH2:9][CH2:8][CH:7]=[CH2:6])[CH3:20])[CH:18]=[CH:17][CH:16]=[CH:15][CH:14]=1. (6) The product is: [Cl:1][C:2]1[C:7]([C:8]([NH:25][C@@H:23]([C:20]2[CH:21]=[CH:22][C:17]([CH3:16])=[CH:18][CH:19]=2)[CH3:24])=[O:9])=[CH:6][N:5]=[C:4]2[N:11]([CH2:14][CH3:15])[N:12]=[CH:13][C:3]=12. Given the reactants [Cl:1][C:2]1[C:7]([C:8](Cl)=[O:9])=[CH:6][N:5]=[C:4]2[N:11]([CH2:14][CH3:15])[N:12]=[CH:13][C:3]=12.[CH3:16][C:17]1[CH:22]=[CH:21][C:20]([C@H:23]([NH2:25])[CH3:24])=[CH:19][CH:18]=1.CCN(C(C)C)C(C)C, predict the reaction product. (7) Given the reactants [NH2:1][C:2]1[C:7]([Cl:8])=[C:6]([CH3:9])[N:5]=[C:4]([CH3:10])[N:3]=1.[CH2:11]([O:18][C:19]1[CH:26]=[CH:25][C:22]([CH2:23]Cl)=[CH:21][C:20]=1[O:27][CH3:28])[C:12]1[CH:17]=[CH:16][CH:15]=[CH:14][CH:13]=1.[H-].[Na+], predict the reaction product. The product is: [CH2:11]([O:18][C:19]1[CH:26]=[CH:25][C:22]([CH2:23][NH:1][C:2]2[C:7]([Cl:8])=[C:6]([CH3:9])[N:5]=[C:4]([CH3:10])[N:3]=2)=[CH:21][C:20]=1[O:27][CH3:28])[C:12]1[CH:13]=[CH:14][CH:15]=[CH:16][CH:17]=1. (8) Given the reactants [C:1](Cl)([C:14]1[CH:19]=[CH:18][CH:17]=[CH:16][CH:15]=1)([C:8]1[CH:13]=[CH:12][CH:11]=[CH:10][CH:9]=1)[C:2]1[CH:7]=[CH:6][CH:5]=[CH:4][CH:3]=1.[C:21]1([NH:27][C:28]2[NH:29][CH:30]=[CH:31][N:32]=2)[CH:26]=[CH:25][CH:24]=[CH:23][CH:22]=1.C(N(CC)CC)C, predict the reaction product. The product is: [C:21]1([NH:27][C:28]2[N:32]([C:1]([C:14]3[CH:19]=[CH:18][CH:17]=[CH:16][CH:15]=3)([C:8]3[CH:13]=[CH:12][CH:11]=[CH:10][CH:9]=3)[C:2]3[CH:7]=[CH:6][CH:5]=[CH:4][CH:3]=3)[CH:31]=[CH:30][N:29]=2)[CH:22]=[CH:23][CH:24]=[CH:25][CH:26]=1. (9) Given the reactants C(O[C:6]([N:8]1[CH2:13][CH2:12][CH:11]([NH:14][CH2:15][C@H:16]([OH:32])[CH2:17][O:18][C:19]2[C:31]3[C:30]4[C:25](=[CH:26][CH:27]=[CH:28][CH:29]=4)[NH:24][C:23]=3[CH:22]=[CH:21][CH:20]=2)[CH2:10][CH2:9]1)=[O:7])(C)(C)C.Cl.O1CCOCC1.Cl.CN(C)CCCN=C=NCC.N1C2C(=NC=CC=2)N(O)N=1.[Cl:62][C:63]1[CH:73]=[C:72]([C:74]2[CH2:79][CH2:78][C:77](=[O:80])[NH:76][N:75]=2)[CH:71]=[CH:70][C:64]=1[O:65][CH2:66]C(O)=O.[OH-].[Na+], predict the reaction product. The product is: [CH:22]1[C:23]2[NH:24][C:25]3[C:30](=[CH:29][CH:28]=[CH:27][CH:26]=3)[C:31]=2[C:19]([O:18][CH2:17][C@@H:16]([OH:32])[CH2:15][NH:14][CH:11]2[CH2:10][CH2:9][N:8]([C:6](=[O:7])[CH2:66][O:65][C:64]3[CH:70]=[CH:71][C:72]([C:74]4[CH2:79][CH2:78][C:77](=[O:80])[NH:76][N:75]=4)=[CH:73][C:63]=3[Cl:62])[CH2:13][CH2:12]2)=[CH:20][CH:21]=1. (10) Given the reactants Br[C:2]1[CH:29]=[CH:28][C:5]2[N:6]([C:9]([C:22]3[CH:27]=[CH:26][CH:25]=[CH:24][CH:23]=3)([C:16]3[CH:21]=[CH:20][CH:19]=[CH:18][CH:17]=3)[C:10]3[CH:15]=[CH:14][CH:13]=[CH:12][CH:11]=3)[CH:7]=[N:8][C:4]=2[C:3]=1[CH3:30].[OH:31][C:32]1[CH:37]=[CH:36][C:35](B(O)O)=[CH:34][CH:33]=1, predict the reaction product. The product is: [CH3:30][C:3]1[C:4]2[N:8]=[CH:7][N:6]([C:9]([C:16]3[CH:17]=[CH:18][CH:19]=[CH:20][CH:21]=3)([C:22]3[CH:27]=[CH:26][CH:25]=[CH:24][CH:23]=3)[C:10]3[CH:11]=[CH:12][CH:13]=[CH:14][CH:15]=3)[C:5]=2[CH:28]=[CH:29][C:2]=1[C:35]1[CH:36]=[CH:37][C:32]([OH:31])=[CH:33][CH:34]=1.